Dataset: NCI-60 drug combinations with 297,098 pairs across 59 cell lines. Task: Regression. Given two drug SMILES strings and cell line genomic features, predict the synergy score measuring deviation from expected non-interaction effect. (1) Drug 1: CN1C(=O)N2C=NC(=C2N=N1)C(=O)N. Drug 2: C1CC(=O)NC(=O)C1N2C(=O)C3=CC=CC=C3C2=O. Cell line: MALME-3M. Synergy scores: CSS=-4.66, Synergy_ZIP=1.74, Synergy_Bliss=1.66, Synergy_Loewe=-2.87, Synergy_HSA=-1.94. (2) Drug 1: C1CCN(CC1)CCOC2=CC=C(C=C2)C(=O)C3=C(SC4=C3C=CC(=C4)O)C5=CC=C(C=C5)O. Drug 2: CC1C(C(=O)NC(C(=O)N2CCCC2C(=O)N(CC(=O)N(C(C(=O)O1)C(C)C)C)C)C(C)C)NC(=O)C3=C4C(=C(C=C3)C)OC5=C(C(=O)C(=C(C5=N4)C(=O)NC6C(OC(=O)C(N(C(=O)CN(C(=O)C7CCCN7C(=O)C(NC6=O)C(C)C)C)C)C(C)C)C)N)C. Cell line: HOP-92. Synergy scores: CSS=30.4, Synergy_ZIP=-2.48, Synergy_Bliss=3.06, Synergy_Loewe=-67.0, Synergy_HSA=0.00256. (3) Drug 1: COC1=C(C=C2C(=C1)N=CN=C2NC3=CC(=C(C=C3)F)Cl)OCCCN4CCOCC4. Cell line: COLO 205. Drug 2: CCC1(C2=C(COC1=O)C(=O)N3CC4=CC5=C(C=CC(=C5CN(C)C)O)N=C4C3=C2)O.Cl. Synergy scores: CSS=39.3, Synergy_ZIP=-2.95, Synergy_Bliss=0.827, Synergy_Loewe=-9.19, Synergy_HSA=2.69. (4) Drug 1: CCC1=CC2CC(C3=C(CN(C2)C1)C4=CC=CC=C4N3)(C5=C(C=C6C(=C5)C78CCN9C7C(C=CC9)(C(C(C8N6C)(C(=O)OC)O)OC(=O)C)CC)OC)C(=O)OC.C(C(C(=O)O)O)(C(=O)O)O. Drug 2: C1=NC2=C(N=C(N=C2N1C3C(C(C(O3)CO)O)O)F)N. Cell line: MDA-MB-435. Synergy scores: CSS=62.5, Synergy_ZIP=4.95, Synergy_Bliss=4.83, Synergy_Loewe=-3.71, Synergy_HSA=6.35. (5) Drug 1: C1=CC(=CC=C1CCCC(=O)O)N(CCCl)CCCl. Drug 2: CC1C(C(CC(O1)OC2CC(OC(C2O)C)OC3=CC4=CC5=C(C(=O)C(C(C5)C(C(=O)C(C(C)O)O)OC)OC6CC(C(C(O6)C)O)OC7CC(C(C(O7)C)O)OC8CC(C(C(O8)C)O)(C)O)C(=C4C(=C3C)O)O)O)O. Cell line: SK-MEL-28. Synergy scores: CSS=25.4, Synergy_ZIP=6.06, Synergy_Bliss=9.46, Synergy_Loewe=9.08, Synergy_HSA=9.09. (6) Drug 1: C1C(C(OC1N2C=C(C(=O)NC2=O)F)CO)O. Drug 2: CC=C1C(=O)NC(C(=O)OC2CC(=O)NC(C(=O)NC(CSSCCC=C2)C(=O)N1)C(C)C)C(C)C. Cell line: EKVX. Synergy scores: CSS=5.66, Synergy_ZIP=-1.38, Synergy_Bliss=-1.71, Synergy_Loewe=-10.4, Synergy_HSA=-4.12. (7) Drug 1: CC12CCC(CC1=CCC3C2CCC4(C3CC=C4C5=CN=CC=C5)C)O. Drug 2: CC1C(C(CC(O1)OC2CC(CC3=C2C(=C4C(=C3O)C(=O)C5=C(C4=O)C(=CC=C5)OC)O)(C(=O)CO)O)N)O.Cl. Cell line: KM12. Synergy scores: CSS=31.7, Synergy_ZIP=-4.38, Synergy_Bliss=-5.29, Synergy_Loewe=-14.6, Synergy_HSA=-4.18. (8) Drug 1: CC1=C2C(C(=O)C3(C(CC4C(C3C(C(C2(C)C)(CC1OC(=O)C(C(C5=CC=CC=C5)NC(=O)OC(C)(C)C)O)O)OC(=O)C6=CC=CC=C6)(CO4)OC(=O)C)OC)C)OC. Drug 2: C1CC(=O)NC(=O)C1N2C(=O)C3=CC=CC=C3C2=O. Cell line: SK-OV-3. Synergy scores: CSS=36.3, Synergy_ZIP=2.93, Synergy_Bliss=2.62, Synergy_Loewe=-19.0, Synergy_HSA=3.11.